This data is from Full USPTO retrosynthesis dataset with 1.9M reactions from patents (1976-2016). The task is: Predict the reactants needed to synthesize the given product. (1) Given the product [CH3:21][O:22][C:9](=[O:14])[C:8]([NH2:12])([C:6]1[CH:7]=[C:2]([Br:1])[CH:3]=[CH:4][C:5]=1[F:16])[CH3:15], predict the reactants needed to synthesize it. The reactants are: [Br:1][C:2]1[CH:3]=[CH:4][C:5]([F:16])=[C:6]([C:8]2([CH3:15])[NH:12]C(=O)N[C:9]2=[O:14])[CH:7]=1.[OH-].[Na+].NC(C1C=C(Br)C=CC=1F)(C)[C:21](O)=[O:22].S(Cl)(Cl)=O. (2) Given the product [C:5]1([C:3]([CH3:2])([OH:4])[C:33]([OH:34])=[O:36])[CH:15]=[CH:13][CH:12]=[CH:9][CH:7]=1.[OH:11][CH:27]([CH2:28][CH:3]([CH3:5])[CH3:2])[C:30]([OH:32])=[O:31], predict the reactants needed to synthesize it. The reactants are: O=[CH:2][C@@H:3]([C@H:5]([C@@H:7]([CH2:9]O)O)O)[OH:4].[O:11]=[CH:12][C@@H:13]([C@H:15]([C@@H]([C@@H](CO)O)O)O)O.[Na+].[Cl-].Cl.N[C@H:27]([C:30]([OH:32])=[O:31])[CH2:28]S.[C:33](=[O:36])([O-])[O-:34].[Ca+2]. (3) Given the product [CH3:15][N:2]([CH3:1])[C:3]1([C:13]2[CH:18]=[CH:17][CH:16]=[CH:21][N:14]=2)[CH2:4][CH2:5][C:6](=[O:10])[CH2:11][CH2:12]1, predict the reactants needed to synthesize it. The reactants are: [CH3:1][N:2]([CH3:15])[C:3]1([C:13]#[N:14])[CH2:12][CH2:11][C:6]2([O:10]CCO2)[CH2:5][CH2:4]1.[C:16]1(C)[CH:21]=CC=[CH:18][CH:17]=1.C#C.Cl. (4) Given the product [CH2:1]([O:3][C:4]([C:6]1[CH:7]=[N:8][C:9]2[C:14]([CH:15]=1)=[CH:13][C:12]([F:17])=[CH:11][CH:10]=2)=[O:5])[CH3:2], predict the reactants needed to synthesize it. The reactants are: [CH2:1]([O:3][C:4]([C:6]1[CH:7]=[N:8][C:9]2[C:14]([C:15]=1Cl)=[CH:13][C:12]([F:17])=[CH:11][CH:10]=2)=[O:5])[CH3:2]. (5) The reactants are: [CH3:1][C@@H:2]1[CH2:7][N:6](C(OC(C)(C)C)=O)[C@H:5]([CH2:15][NH:16][C:17]2[CH:22]=[CH:21][C:20]([C:23]([F:26])([F:25])[F:24])=[CH:19][N:18]=2)[CH2:4][CH2:3]1.C(O)(C(F)(F)F)=O. Given the product [CH3:1][C@@H:2]1[CH2:7][NH:6][C@H:5]([CH2:15][NH:16][C:17]2[CH:22]=[CH:21][C:20]([C:23]([F:26])([F:24])[F:25])=[CH:19][N:18]=2)[CH2:4][CH2:3]1, predict the reactants needed to synthesize it. (6) Given the product [CH3:1][NH:2][CH2:3][CH2:4][C@H:5]([O:11][C:12]1[CH:13]=[CH:14][CH:15]=[C:16]2[CH:21]=[CH:20][CH:19]=[CH:18][C:17]=12)[C:6]1[S:10][CH:9]=[CH:8][CH:7]=1.[ClH:25], predict the reactants needed to synthesize it. The reactants are: [CH3:1][NH:2][CH2:3][CH2:4][C@H:5]([O:11][C:12]1[CH:13]=[CH:14][CH:15]=[C:16]2[CH:21]=[CH:20][CH:19]=[CH:18][C:17]=12)[C:6]1[S:10][CH:9]=[CH:8][CH:7]=1.C(O)C.[ClH:25].CCCCCC. (7) Given the product [Cl:1][C:2]1[CH:11]=[CH:10][CH:9]=[C:8]2[C:3]=1[CH:4]=[CH:5][CH:6]=[C:7]2[CH:12]([OH:13])[CH3:14], predict the reactants needed to synthesize it. The reactants are: [Cl:1][C:2]1[CH:11]=[CH:10][CH:9]=[C:8]2[C:3]=1[CH:4]=[CH:5][CH:6]=[C:7]2[CH:12]=[O:13].[CH3:14][Mg]Cl.